The task is: Predict the reaction yield, written as a fraction of the theoretical maximum amount of product (1.0 means a 100% yield; for example, 0.34 means a 34% yield).. This data is from Reaction yield outcomes from USPTO patents with 853,638 reactions. (1) The reactants are [CH3:1][C:2]1[CH:3]=[C:4]([CH:8]=[C:9]([CH3:11])[CH:10]=1)[C:5](O)=[O:6].S(Cl)([Cl:14])=O.S(=O)=O.Cl. No catalyst specified. The product is [CH3:1][C:2]1[CH:3]=[C:4]([CH:8]=[C:9]([CH3:11])[CH:10]=1)[C:5]([Cl:14])=[O:6]. The yield is 0.920. (2) The reactants are [F:1][C:2]1[CH:7]=[C:6]([N+:8]([O-])=O)[C:5]([O:11][CH3:12])=[CH:4][C:3]=1[O:13][CH3:14]. The catalyst is CCO.CCOC(C)=O.[Pd]. The product is [F:1][C:2]1[C:3]([O:13][CH3:14])=[CH:4][C:5]([O:11][CH3:12])=[C:6]([CH:7]=1)[NH2:8]. The yield is 1.00.